Dataset: Peptide-MHC class I binding affinity with 185,985 pairs from IEDB/IMGT. Task: Regression. Given a peptide amino acid sequence and an MHC pseudo amino acid sequence, predict their binding affinity value. This is MHC class I binding data. (1) The MHC is Patr-B0101 with pseudo-sequence Patr-B0101. The binding affinity (normalized) is 0.193. The peptide sequence is ISMMGFKMNY. (2) The peptide sequence is SSSIDVDKR. The MHC is HLA-A33:01 with pseudo-sequence HLA-A33:01. The binding affinity (normalized) is 0.0331.